From a dataset of Forward reaction prediction with 1.9M reactions from USPTO patents (1976-2016). Predict the product of the given reaction. (1) Given the reactants [CH:1]1([N:4]2[CH2:9][CH2:8][N:7]([CH2:10][C:11]([OH:13])=O)[CH2:6][CH2:5]2)[CH2:3][CH2:2]1.Cl.[N:15]1[CH:16]=[C:17]([S:24][C:25]2[CH:34]=[CH:33][C:28]3[N:29]=[C:30]([NH2:32])[S:31][C:27]=3[CH:26]=2)[N:18]2[CH:23]=[CH:22][CH:21]=[N:20][C:19]=12.Cl.CN(C)CCCN=C=NCC, predict the reaction product. The product is: [CH:1]1([N:4]2[CH2:5][CH2:6][N:7]([CH2:10][C:11]([NH:32][C:30]3[S:31][C:27]4[CH:26]=[C:25]([S:24][C:17]5[N:18]6[CH:23]=[CH:22][CH:21]=[N:20][C:19]6=[N:15][CH:16]=5)[CH:34]=[CH:33][C:28]=4[N:29]=3)=[O:13])[CH2:8][CH2:9]2)[CH2:2][CH2:3]1. (2) Given the reactants [F:1][C:2]([F:18])([F:17])[C:3](OC1C(F)=C(F)C(F)=C(F)C=1F)=[O:4].[NH2:19][C:20]1[CH:24]=[C:23]([CH2:25][C:26]([OH:28])=O)[NH:22][N:21]=1.N1C=CC=CC=1.[F:35][C:36]1[CH:37]=[C:38]([CH:40]=[CH:41][CH:42]=1)[NH2:39].Cl, predict the reaction product. The product is: [F:1][C:2]([F:18])([F:17])[C:3]([NH:19][C:20]1[CH:24]=[C:23]([CH2:25][C:26]([NH:39][C:38]2[CH:40]=[CH:41][CH:42]=[C:36]([F:35])[CH:37]=2)=[O:28])[NH:22][N:21]=1)=[O:4]. (3) Given the reactants C(OC(=O)/C(=N\[NH:8][C:9]1[CH:14]=[CH:13][CH:12]=[C:11]([F:15])[C:10]=1[CH3:16])/C)C.[C:18]1(C)C=CC(S(O)(=O)=O)=C[CH:19]=1.[C:29](=[O:32])(O)[O-:30].[Na+].[C:34]1(C)C=CC=C[CH:35]=1, predict the reaction product. The product is: [CH2:34]([O:30][C:29]([C:18]1[NH:8][C:9]2[C:14]([CH:19]=1)=[CH:13][CH:12]=[C:11]([F:15])[C:10]=2[CH3:16])=[O:32])[CH3:35]. (4) Given the reactants [N+:1]([C:4]1[CH:5]=[N:6][CH:7]=[CH:8][C:9]=1[NH2:10])([O-:3])=[O:2].C(N(CC)CC)C.[CH3:18][C:19]([O:22][C:23](O[C:23]([O:22][C:19]([CH3:21])([CH3:20])[CH3:18])=[O:24])=[O:24])([CH3:21])[CH3:20], predict the reaction product. The product is: [C:19]([O:22][C:23](=[O:24])[NH:10][C:9]1[CH:8]=[CH:7][N:6]=[CH:5][C:4]=1[N+:1]([O-:3])=[O:2])([CH3:21])([CH3:20])[CH3:18]. (5) Given the reactants [OH:1][C:2]1[CH:7]=[CH:6][C:5]([C:8]2[CH:13]=[CH:12][CH:11]=[CH:10][CH:9]=2)=[CH:4][CH:3]=1.[C:14](Cl)([Cl:16])=[O:15].CN(C)C1C=CC=CC=1.O, predict the reaction product. The product is: [Cl:16][C:14]([O:1][C:2]1[CH:3]=[CH:4][C:5]([C:8]2[CH:13]=[CH:12][CH:11]=[CH:10][CH:9]=2)=[CH:6][CH:7]=1)=[O:15].